From a dataset of Peptide-MHC class II binding affinity with 134,281 pairs from IEDB. Regression. Given a peptide amino acid sequence and an MHC pseudo amino acid sequence, predict their binding affinity value. This is MHC class II binding data. (1) The peptide sequence is SQDGELSWNLNGLQAY. The MHC is HLA-DQA10101-DQB10501 with pseudo-sequence HLA-DQA10101-DQB10501. The binding affinity (normalized) is 0.544. (2) The peptide sequence is GIKVGYTAHIRKATE. The MHC is DRB1_1101 with pseudo-sequence DRB1_1101. The binding affinity (normalized) is 0.443. (3) The MHC is DRB1_0802 with pseudo-sequence DRB1_0802. The peptide sequence is SSDDQVSLIKIPCLS. The binding affinity (normalized) is 0.0484.